Dataset: Catalyst prediction with 721,799 reactions and 888 catalyst types from USPTO. Task: Predict which catalyst facilitates the given reaction. (1) Reactant: [NH2:1][CH2:2][CH2:3][CH:4]([C:6]1[O:7][C:8](/[CH:11]=[CH:12]/[CH:13]2[CH2:18][CH2:17][CH2:16][CH2:15][CH2:14]2)=[CH:9][CH:10]=1)[OH:5].[F:19][C:20]([F:27])([F:26])[C:21](OCC)=[O:22]. Product: [CH:13]1(/[CH:12]=[CH:11]/[C:8]2[O:7][C:6]([CH:4]([OH:5])[CH2:3][CH2:2][NH:1][C:21](=[O:22])[C:20]([F:27])([F:26])[F:19])=[CH:10][CH:9]=2)[CH2:18][CH2:17][CH2:16][CH2:15][CH2:14]1. The catalyst class is: 2. (2) Reactant: [CH3:1][NH:2][CH2:3][CH2:4][CH2:5][C:6]1[CH:11]=[CH:10][C:9]([F:12])=[CH:8][CH:7]=1.[CH2:13]([N:20]([CH2:26][C:27]1[CH:32]=[CH:31][CH:30]=[CH:29][CH:28]=1)[C@@H:21]([C@H:23]1[CH2:25][O:24]1)[CH3:22])[C:14]1[CH:19]=[CH:18][CH:17]=[CH:16][CH:15]=1. Product: [CH2:13]([N:20]([CH2:26][C:27]1[CH:32]=[CH:31][CH:30]=[CH:29][CH:28]=1)[C@H:21]([CH3:22])[C@@H:23]([OH:24])[CH2:25][N:2]([CH2:3][CH2:4][CH2:5][C:6]1[CH:7]=[CH:8][C:9]([F:12])=[CH:10][CH:11]=1)[CH3:1])[C:14]1[CH:19]=[CH:18][CH:17]=[CH:16][CH:15]=1. The catalyst class is: 8. (3) Reactant: [CH2:1]([O:3][C:4]([C:6]1[N:7]=[N:8][C:9]([Cl:13])=[CH:10][C:11]=1Cl)=[O:5])[CH3:2].[CH3:14][N:15]1[C:19]2=[N:20][C:21]([NH2:24])=[CH:22][CH:23]=[C:18]2[CH:17]=[CH:16]1. Product: [CH2:1]([O:3][C:4]([C:6]1[N:7]=[N:8][C:9]([Cl:13])=[CH:10][C:11]=1[NH:24][C:21]1[N:20]=[C:19]2[N:15]([CH3:14])[CH:16]=[CH:17][C:18]2=[CH:23][CH:22]=1)=[O:5])[CH3:2]. The catalyst class is: 10. (4) Product: [NH2:21][C@H:22]1[CH2:27][CH2:26][C@H:25]([NH:28][C:2]2[CH:3]=[C:4]([NH:11][S:12]([C:15]3[CH:20]=[CH:19][CH:18]=[CH:17][CH:16]=3)(=[O:14])=[O:13])[C:5]3[N:6]([CH:8]=[CH:9][N:10]=3)[N:7]=2)[CH2:24][CH2:23]1. Reactant: Cl[C:2]1[CH:3]=[C:4]([NH:11][S:12]([C:15]2[CH:20]=[CH:19][CH:18]=[CH:17][CH:16]=2)(=[O:14])=[O:13])[C:5]2[N:6]([CH:8]=[CH:9][N:10]=2)[N:7]=1.[NH2:21][C@H:22]1[CH2:27][CH2:26][C@H:25]([NH2:28])[CH2:24][CH2:23]1. The catalyst class is: 6. (5) Reactant: [CH3:1][C@@H:2]1[O:10][C:9](=[O:11])[C@@H:8]([NH:12]C(=O)OC(C)(C)C)[CH2:7][CH2:6][CH2:5][C@H:4]([CH2:20][C:21]2[CH:26]=[CH:25][C:24]([CH3:27])=[CH:23][CH:22]=2)[C@H:3]1[O:28][C:29]1[CH:34]=[CH:33][CH:32]=[CH:31][CH:30]=1.[ClH:35].O1CCOCC1. Product: [Cl-:35].[CH3:1][C@@H:2]1[O:10][C:9](=[O:11])[C@@H:8]([NH3+:12])[CH2:7][CH2:6][CH2:5][C@H:4]([CH2:20][C:21]2[CH:22]=[CH:23][C:24]([CH3:27])=[CH:25][CH:26]=2)[C@H:3]1[O:28][C:29]1[CH:30]=[CH:31][CH:32]=[CH:33][CH:34]=1. The catalyst class is: 2. (6) Reactant: Cl[C:2]1[CH:7]=[CH:6][C:5]([S:8]([NH2:11])(=[O:10])=[O:9])=[CH:4][C:3]=1[N+:12]([O-:14])=[O:13].[NH2:15][CH2:16][C:17]1([NH2:23])[CH2:22][CH2:21][O:20][CH2:19][CH2:18]1.Cl.C(N(CC)CC)C. Product: [NH2:23][C:17]1([CH2:16][NH:15][C:2]2[CH:7]=[CH:6][C:5]([S:8]([NH2:11])(=[O:10])=[O:9])=[CH:4][C:3]=2[N+:12]([O-:14])=[O:13])[CH2:22][CH2:21][O:20][CH2:19][CH2:18]1. The catalyst class is: 38. (7) Reactant: [CH2:1]([O:3][C:4](=[O:19])[C@H:5]([CH2:7][C:8]1[C:16]2[C:11](=[CH:12][CH:13]=[CH:14][C:15]=2[C:17]#[N:18])[NH:10][CH:9]=1)[NH2:6])[CH3:2].C(N(CC)CC)C.[CH3:27][C:28]([O:31][C:32](O[C:32]([O:31][C:28]([CH3:30])([CH3:29])[CH3:27])=[O:33])=[O:33])([CH3:30])[CH3:29]. Product: [CH2:1]([O:3][C:4](=[O:19])[C@H:5]([CH2:7][C:8]1[C:16]2[C:11](=[CH:12][CH:13]=[CH:14][C:15]=2[C:17]#[N:18])[NH:10][CH:9]=1)[NH:6][C:32]([O:31][C:28]([CH3:30])([CH3:29])[CH3:27])=[O:33])[CH3:2]. The catalyst class is: 1. (8) Reactant: [CH3:1][NH:2][C:3]([N:5]1[CH2:14][CH2:13][C:12]2[C:7](=[CH:8][CH:9]=[C:10]([C:15]([NH:17][O:18]C3CCCCO3)=[O:16])[CH:11]=2)[CH2:6]1)=[O:4]. Product: [OH:18][NH:17][C:15]([C:10]1[CH:11]=[C:12]2[C:7](=[CH:8][CH:9]=1)[CH2:6][N:5]([C:3]([NH:2][CH3:1])=[O:4])[CH2:14][CH2:13]2)=[O:16]. The catalyst class is: 240.